Dataset: Catalyst prediction with 721,799 reactions and 888 catalyst types from USPTO. Task: Predict which catalyst facilitates the given reaction. (1) Reactant: Cl.C[N:3]([C:10]1[CH:15]=[N:14][C:13]([C:16]([F:19])([F:18])[F:17])=[CH:12][N:11]=1)[C@H:4]1[CH2:8][CH2:7][CH2:6][C@@H:5]1[NH2:9].[N:20]1[CH:25]=[CH:24][CH:23]=[N:22][C:21]=1[C:26]1[C:27]([C:32]([OH:34])=O)=[N:28][CH:29]=[CH:30][CH:31]=1.N1C2[C:38](=NC=CC=2)N(O)N=1.C(Cl)CCl.C(N(CC)CC)C. Product: [CH3:38][C:15]1[C:10]([NH:3][C@H:4]2[CH2:8][CH2:7][CH2:6][C@@H:5]2[NH:9][C:32]([C:27]2[C:26]([C:21]3[N:22]=[CH:23][CH:24]=[CH:25][N:20]=3)=[CH:31][CH:30]=[CH:29][N:28]=2)=[O:34])=[N:11][CH:12]=[C:13]([C:16]([F:17])([F:18])[F:19])[N:14]=1. The catalyst class is: 2. (2) Reactant: [CH2:1]([N:5]1[C:13]2[N:12]=[C:11]([Cl:14])[N:10]([CH2:15][CH:16]=[CH2:17])[C:9]=2[C:8](=[O:18])[NH:7][C:6]1=[O:19])[CH2:2][CH2:3][CH3:4].[NH:20]1[CH:24]=[C:23]([CH2:25][CH2:26][CH2:27]O)[N:22]=[CH:21]1.C1C=CC(P(C2C=CC=CC=2)C2C=CC=CC=2)=CC=1.C1C=CC(COC(/N=N/C(OCC2C=CC=CC=2)=O)=O)=CC=1. Product: [CH2:1]([N:5]1[C:13]2[N:12]=[C:11]([Cl:14])[N:10]([CH2:15][CH:16]=[CH2:17])[C:9]=2[C:8](=[O:18])[N:7]([CH2:27][CH2:26][CH2:25][C:23]2[N:22]=[CH:21][NH:20][CH:24]=2)[C:6]1=[O:19])[CH2:2][CH2:3][CH3:4]. The catalyst class is: 1. (3) Product: [F:1][C:2]([F:11])([F:12])[C:3]1[CH:8]=[CH:7][C:6]2[NH:9][C:13](=[O:14])[NH:10][C:5]=2[CH:4]=1. The catalyst class is: 1. Reactant: [F:1][C:2]([F:12])([F:11])[C:3]1[CH:8]=[CH:7][C:6]([NH2:9])=[C:5]([NH2:10])[CH:4]=1.[C:13](N1C=CN=C1)(N1C=CN=C1)=[O:14]. (4) Reactant: [O:1]=[C:2]([N:24]1[CH2:29][CH2:28][N:27]2[C:30]([C:33]([F:36])([F:35])[F:34])=[N:31][N:32]=[C:26]2[CH2:25]1)[CH2:3][C@H:4]([NH:15][C@@H](C1C=CC=CC=1)C)[CH2:5][C:6]1[CH:11]=[C:10]([F:12])[C:9]([F:13])=[CH:8][C:7]=1[F:14].C(O)(=[O:39])C.[H][H].[P:43](=[O:47])([OH:46])([OH:45])[OH:44]. Product: [CH:11]1[C:6]([CH2:5][C@@H:4]([NH2:15])[CH2:3][C:2]([N:24]2[CH2:25][C:26]3=[N:32][N:31]=[C:30]([C:33]([F:36])([F:35])[F:34])[N:27]3[CH2:28][CH2:29]2)=[O:1])=[C:7]([F:14])[CH:8]=[C:9]([F:13])[C:10]=1[F:12].[OH2:39].[OH:45][P:43]([OH:47])([OH:46])=[O:44]. The catalyst class is: 19. (5) Product: [CH3:1][N:2]1[CH2:7][CH2:6][CH:5]([N:8]2[C:16]3[C:11](=[CH:12][C:13]([NH:17][C:21]([C:23]4[S:24][CH:25]=[CH:26][CH:27]=4)=[NH:22])=[CH:14][CH:15]=3)[CH:10]=[CH:9]2)[CH2:4][CH2:3]1. The catalyst class is: 8. Reactant: [CH3:1][N:2]1[CH2:7][CH2:6][CH:5]([N:8]2[C:16]3[C:11](=[CH:12][C:13]([NH2:17])=[CH:14][CH:15]=3)[CH:10]=[CH:9]2)[CH2:4][CH2:3]1.I.CS[C:21]([C:23]1[S:24][CH:25]=[CH:26][CH:27]=1)=[NH:22]. (6) Reactant: Cl[C:2]1[CH:7]=[C:6]([O:8][CH2:9][CH3:10])[N:5]=[C:4]([S:11][CH3:12])[N:3]=1.[C:13]([C:16]1[S:20][C:19](B(O)O)=[CH:18][CH:17]=1)(=[O:15])[CH3:14].C(=O)([O-])[O-].[K+].[K+].O. Product: [CH2:9]([O:8][C:6]1[N:5]=[C:4]([S:11][CH3:12])[N:3]=[C:2]([C:19]2[S:20][C:16]([C:13](=[O:15])[CH3:14])=[CH:17][CH:18]=2)[CH:7]=1)[CH3:10]. The catalyst class is: 3. (7) Reactant: Br[CH2:2][C:3]1[C:4]([CH2:9][CH3:10])=[N:5][CH:6]=[CH:7][CH:8]=1.[CH3:11][C:12]1[N:17]=[C:16]([SH:18])[N:15]=[C:14]([OH:19])[CH:13]=1.C(N(CC)CC)C.C(OCC)C. Product: [CH2:9]([C:4]1[C:3]([CH2:2][S:18][C:16]2[N:15]=[C:14]([OH:19])[CH:13]=[C:12]([CH3:11])[N:17]=2)=[CH:8][CH:7]=[CH:6][N:5]=1)[CH3:10]. The catalyst class is: 8.